Dataset: Peptide-MHC class I binding affinity with 185,985 pairs from IEDB/IMGT. Task: Regression. Given a peptide amino acid sequence and an MHC pseudo amino acid sequence, predict their binding affinity value. This is MHC class I binding data. (1) The peptide sequence is AYLLQHLDL. The MHC is HLA-B07:02 with pseudo-sequence HLA-B07:02. The binding affinity (normalized) is 0.0847. (2) The peptide sequence is AYCETCWEL. The MHC is H-2-Kd with pseudo-sequence H-2-Kd. The binding affinity (normalized) is 0.653.